Dataset: Full USPTO retrosynthesis dataset with 1.9M reactions from patents (1976-2016). Task: Predict the reactants needed to synthesize the given product. (1) Given the product [F:15][C:16]([F:25])([F:26])[C:17]1[CH:22]=[CH:21][C:20]([CH2:23][O:1][C:2]2[N:6]([C:7]3[CH:12]=[C:11]([C:13]#[N:14])[CH:10]=[CH:9][N:8]=3)[N:5]=[CH:4][CH:3]=2)=[CH:19][CH:18]=1, predict the reactants needed to synthesize it. The reactants are: [OH:1][C:2]1[N:6]([C:7]2[CH:12]=[C:11]([C:13]#[N:14])[CH:10]=[CH:9][N:8]=2)[N:5]=[CH:4][CH:3]=1.[F:15][C:16]([F:26])([F:25])[C:17]1[CH:22]=[CH:21][C:20]([CH2:23]O)=[CH:19][CH:18]=1. (2) Given the product [CH2:1]([N:8]([CH2:22][C:23]1[CH:28]=[CH:27][CH:26]=[CH:25][CH:24]=1)[C@@H:9]1[CH2:18][CH2:17][C:16]2[C:11](=[C:12]([O:20][CH3:21])[CH:13]=[CH:14][C:15]=2[N:33]2[CH2:34][CH2:35][N:30]([CH3:29])[CH2:31][CH2:32]2)[CH2:10]1)[C:2]1[CH:7]=[CH:6][CH:5]=[CH:4][CH:3]=1, predict the reactants needed to synthesize it. The reactants are: [CH2:1]([N:8]([CH2:22][C:23]1[CH:28]=[CH:27][CH:26]=[CH:25][CH:24]=1)[C@@H:9]1[CH2:18][CH2:17][C:16]2[C:11](=[C:12]([O:20][CH3:21])[CH:13]=[CH:14][C:15]=2Br)[CH2:10]1)[C:2]1[CH:7]=[CH:6][CH:5]=[CH:4][CH:3]=1.[CH3:29][N:30]1[CH2:35][CH2:34][NH:33][CH2:32][CH2:31]1.C1C=CC(P(C2C(C3C(P(C4C=CC=CC=4)C4C=CC=CC=4)=CC=C4C=3C=CC=C4)=C3C(C=CC=C3)=CC=2)C2C=CC=CC=2)=CC=1.CC(C)([O-])C.[Na+]. (3) Given the product [F:1][C:2]1[CH:9]=[CH:8][C:5]([CH:6]=[N:10][C:11]2[CH:12]=[C:13]([CH2:19][OH:20])[CH:14]=[C:15]([O:17][CH3:18])[CH:16]=2)=[CH:4][CH:3]=1, predict the reactants needed to synthesize it. The reactants are: [F:1][C:2]1[CH:9]=[CH:8][C:5]([CH:6]=O)=[CH:4][CH:3]=1.[NH2:10][C:11]1[CH:12]=[C:13]([CH2:19][OH:20])[CH:14]=[C:15]([O:17][CH3:18])[CH:16]=1. (4) Given the product [CH2:3]([C:5]1[CH:6]=[CH:7][C:8]([C:11]([N:13]2[CH2:18][CH2:17][CH:16]([C:19]([OH:21])=[O:20])[CH2:15][CH2:14]2)=[O:12])=[CH:9][CH:10]=1)[CH3:4], predict the reactants needed to synthesize it. The reactants are: [OH-].[Na+].[CH2:3]([C:5]1[CH:10]=[CH:9][C:8]([C:11]([N:13]2[CH2:18][CH2:17][CH:16]([C:19]([O:21]CC)=[O:20])[CH2:15][CH2:14]2)=[O:12])=[CH:7][CH:6]=1)[CH3:4]. (5) Given the product [Cl:1][C:2]1[C:10]2[C:5](=[N:6][C:7]([NH:19][CH2:18][CH2:16][OH:17])=[N:8][CH:9]=2)[N:4]([CH3:15])[N:3]=1, predict the reactants needed to synthesize it. The reactants are: [Cl:1][C:2]1[C:10]2[C:5](=[N:6][C:7](S(C)(=O)=O)=[N:8][CH:9]=2)[N:4]([CH3:15])[N:3]=1.[CH2:16]([CH2:18][NH2:19])[OH:17].O.C(OCC)(=O)C.